From a dataset of Forward reaction prediction with 1.9M reactions from USPTO patents (1976-2016). Predict the product of the given reaction. (1) The product is: [Br:1][C:2]1[CH:7]=[CH:6][C:5]([NH2:8])=[C:4]([CH3:12])[C:3]=1[C:13]([F:14])([F:15])[F:16]. Given the reactants [Br:1][C:2]1[CH:7]=[CH:6][C:5]([NH:8]C(=O)C)=[C:4]([CH3:12])[C:3]=1[C:13]([F:16])([F:15])[F:14].C(O)C.Cl.C(=O)([O-])[O-].[K+].[K+], predict the reaction product. (2) Given the reactants [CH2:1]([CH:4]([NH2:8])[CH2:5][CH:6]=[CH2:7])[CH:2]=[CH2:3].[Br:9][CH2:10][CH2:11][CH2:12][CH2:13][CH2:14][CH2:15][CH2:16][CH2:17][CH2:18][CH3:19], predict the reaction product. The product is: [Br-:9].[CH2:10]([NH2+:8][CH:4]([CH2:5][CH:6]=[CH2:7])[CH2:1][CH:2]=[CH2:3])[CH2:11][CH2:12][CH2:13][CH2:14][CH2:15][CH2:16][CH2:17][CH2:18][CH3:19]. (3) Given the reactants C[C@]1(NC2C=NC(C(F)(F)F)=CN=2)CCC[C@@H]1NC(C1C(N2N=CC=N2)=CC=CN=1)=O.[CH3:32][C@:33]1([NH:39][C:40]2[CH:45]=[N:44][C:43]([C:46]([F:49])([F:48])[F:47])=[CH:42][N:41]=2)[CH2:37][CH2:36][CH2:35][C@@H:34]1[NH2:38].[F:50][C:51]1[CH:59]=[CH:58][CH:57]=[C:56]([F:60])[C:52]=1[C:53](O)=[O:54], predict the reaction product. The product is: [F:50][C:51]1[CH:59]=[CH:58][CH:57]=[C:56]([F:60])[C:52]=1[C:53]([NH:38][C@H:34]1[CH2:35][CH2:36][CH2:37][C@:33]1([CH3:32])[NH:39][C:40]1[CH:45]=[N:44][C:43]([C:46]([F:49])([F:47])[F:48])=[CH:42][N:41]=1)=[O:54].